This data is from Forward reaction prediction with 1.9M reactions from USPTO patents (1976-2016). The task is: Predict the product of the given reaction. (1) Given the reactants C([O:9][CH2:10][CH2:11][N:12]1[C:20]2[C:19](Cl)=[N:18][CH:17]=[N:16][C:15]=2[CH:14]=[CH:13]1)(=O)C1C=CC=CC=1.[NH2:22][C:23]1[CH:40]=[CH:39][C:26]([O:27][C:28]2[CH:36]=[C:35]3[C:31]([CH2:32][N:33]([CH3:38])[C:34]3=[O:37])=[CH:30][CH:29]=2)=[C:25]([Cl:41])[CH:24]=1.C(=O)([O-])O.[Na+], predict the reaction product. The product is: [Cl:41][C:25]1[CH:24]=[C:23]([NH:22][C:19]2[C:20]3[N:12]([CH2:11][CH2:10][OH:9])[CH:13]=[CH:14][C:15]=3[N:16]=[CH:17][N:18]=2)[CH:40]=[CH:39][C:26]=1[O:27][C:28]1[CH:36]=[C:35]2[C:31]([CH2:32][N:33]([CH3:38])[C:34]2=[O:37])=[CH:30][CH:29]=1. (2) Given the reactants [N:1]1([CH2:7][CH2:8][NH2:9])[CH2:6][CH2:5][O:4][CH2:3][CH2:2]1.Cl[C:11]1[N:12]=[N+:13]([O-:23])[C:14]2[CH:20]=[C:19]([O:21][CH3:22])[CH:18]=[CH:17][C:15]=2[N:16]=1, predict the reaction product. The product is: [CH3:22][O:21][C:19]1[CH:18]=[CH:17][C:15]2[N:16]=[C:11]([NH:9][CH2:8][CH2:7][N:1]3[CH2:6][CH2:5][O:4][CH2:3][CH2:2]3)[N:12]=[N+:13]([O-:23])[C:14]=2[CH:20]=1.